Dataset: TCR-epitope binding with 47,182 pairs between 192 epitopes and 23,139 TCRs. Task: Binary Classification. Given a T-cell receptor sequence (or CDR3 region) and an epitope sequence, predict whether binding occurs between them. (1) The epitope is LLDFVRFMGV. The TCR CDR3 sequence is CASSMDRGSADTQYF. Result: 0 (the TCR does not bind to the epitope). (2) The epitope is GILGFVFTL. The TCR CDR3 sequence is CASSLNEGAHNEQFF. Result: 0 (the TCR does not bind to the epitope). (3) The TCR CDR3 sequence is CASSGQRGSTDTQYF. Result: 0 (the TCR does not bind to the epitope). The epitope is ILHCANFNV. (4) The epitope is KLWAQCVQL. The TCR CDR3 sequence is CASSPLAGGNTGELFF. Result: 0 (the TCR does not bind to the epitope). (5) The epitope is MLNIPSINV. The TCR CDR3 sequence is CASSSYLTAPTDTQYF. Result: 1 (the TCR binds to the epitope). (6) The epitope is FVDGVPFVV. The TCR CDR3 sequence is CASSQSGDRGEEQFF. Result: 0 (the TCR does not bind to the epitope). (7) The epitope is NLVPMVATV. The TCR CDR3 sequence is CSARDTALVNIQYF. Result: 1 (the TCR binds to the epitope).